This data is from Forward reaction prediction with 1.9M reactions from USPTO patents (1976-2016). The task is: Predict the product of the given reaction. (1) Given the reactants [Cl:1][S:2]([OH:5])(=O)=[O:3].[CH3:6][C:7]1[CH:11]=[C:10]([CH3:12])[NH:9][C:8]=1[CH:13]=[O:14], predict the reaction product. The product is: [CH:13]([C:8]1[NH:9][C:10]([CH3:12])=[C:11]([S:2]([Cl:1])(=[O:5])=[O:3])[C:7]=1[CH3:6])=[O:14]. (2) Given the reactants [OH:1][C:2]1[CH:9]=[CH:8][C:5]([C:6]#[N:7])=[CH:4][C:3]=1[C:10]([F:13])([F:12])[F:11].C1(P(C2C=CC=CC=2)C2C=CC=CC=2)C=CC=CC=1.[O:33]1[CH2:38][CH2:37][CH:36](O)[CH2:35][CH2:34]1.CC(OC(/N=N/C(OC(C)(C)C)=O)=O)(C)C, predict the reaction product. The product is: [O:33]1[CH2:38][CH2:37][CH:36]([O:1][C:2]2[CH:9]=[CH:8][C:5]([C:6]#[N:7])=[CH:4][C:3]=2[C:10]([F:11])([F:12])[F:13])[CH2:35][CH2:34]1. (3) Given the reactants [NH2:1][C:2]1[C:3]([CH:12]2[CH2:17][CH2:16][N:15]([C:18]([O:20][C:21]([CH3:24])([CH3:23])[CH3:22])=[O:19])[CH2:14][CH2:13]2)=[CH:4][NH:5][C:6]=1[C:7]([O:9]CC)=O.C(O)(=O)C.[CH:29](N)=[NH:30], predict the reaction product. The product is: [O:9]=[C:7]1[NH:30][CH:29]=[N:1][C:2]2[C:3]([CH:12]3[CH2:17][CH2:16][N:15]([C:18]([O:20][C:21]([CH3:23])([CH3:24])[CH3:22])=[O:19])[CH2:14][CH2:13]3)=[CH:4][NH:5][C:6]1=2. (4) Given the reactants [C@@H:1]1([N:9]2[CH2:14][NH:13][C:12]([NH2:15])=[N:11][C:10]2=[O:16])[O:6][C@H:5]([CH2:7][OH:8])[C@@H:3]([OH:4])[CH2:2]1.[C:17](O)(=[O:33])[CH2:18][CH2:19][CH2:20][CH2:21][CH2:22][CH2:23][CH2:24][CH2:25][CH2:26][CH2:27][CH2:28][CH2:29][CH2:30][CH2:31][CH3:32], predict the reaction product. The product is: [C:17]([O:8][CH2:7][C@H:5]1[O:6][C@@H:1]([N:9]2[CH2:14][NH:13][C:12]([NH2:15])=[N:11][C:10]2=[O:16])[CH2:2][C@@H:3]1[OH:4])(=[O:33])[CH2:18][CH2:19][CH2:20][CH2:21][CH2:22][CH2:23][CH2:24][CH2:25][CH2:26][CH2:27][CH2:28][CH2:29][CH2:30][CH2:31][CH3:32]. (5) Given the reactants S([O:6][CH3:7])(OC)(=O)=O.CN(C)C=O.[CH2:13]([O:15][C:16]1[C:17]([CH3:28])=[C:18]([N:22]2[C:26](=O)[NH:25][N:24]=[N:23]2)[CH:19]=[CH:20][CH:21]=1)[CH3:14].C(=O)([O-])[O-].[K+].[K+], predict the reaction product. The product is: [CH2:13]([O:15][C:16]1[C:17]([CH3:28])=[C:18]([N:22]2[C:7](=[O:6])[N:25]([CH3:26])[N:24]=[N:23]2)[CH:19]=[CH:20][CH:21]=1)[CH3:14].